Dataset: Forward reaction prediction with 1.9M reactions from USPTO patents (1976-2016). Task: Predict the product of the given reaction. Given the reactants [OH:1][C:2]1[CH:3]=[C:4]2[C:9](=[CH:10][C:11]=1[O:12][CH3:13])[N:8]=[CH:7][C:6]([C:14]([NH2:16])=[O:15])=[C:5]2[NH:17][C:18]1[CH:23]=[CH:22][CH:21]=[C:20]([CH2:24][OH:25])[C:19]=1[CH3:26].Cl[CH2:28][CH2:29][CH2:30][N:31]1[CH2:36][CH2:35][O:34][CH2:33][CH2:32]1.C(=O)([O-])[O-].[Cs+].[Cs+], predict the reaction product. The product is: [OH:25][CH2:24][C:20]1[C:19]([CH3:26])=[C:18]([CH:23]=[CH:22][CH:21]=1)[NH:17][C:5]1[C:4]2[C:9](=[CH:10][C:11]([O:12][CH3:13])=[C:2]([O:1][CH2:28][CH2:29][CH2:30][N:31]3[CH2:36][CH2:35][O:34][CH2:33][CH2:32]3)[CH:3]=2)[N:8]=[CH:7][C:6]=1[C:14]([NH2:16])=[O:15].